This data is from Full USPTO retrosynthesis dataset with 1.9M reactions from patents (1976-2016). The task is: Predict the reactants needed to synthesize the given product. (1) Given the product [N:31]1[CH:36]=[C:35]([C:2]2[CH:3]=[CH:4][C:5]([NH:8][C:9]([N:11]3[CH2:12][CH2:13][CH:14]([C:17]4[C:26]5[C:21](=[CH:22][C:23]([O:29][CH3:30])=[C:24]([O:27][CH3:28])[CH:25]=5)[N:20]=[CH:19][N:18]=4)[CH2:15][CH2:16]3)=[O:10])=[CH:6][CH:7]=2)[CH:34]=[N:33][CH:32]=1, predict the reactants needed to synthesize it. The reactants are: I[C:2]1[CH:7]=[CH:6][C:5]([NH:8][C:9]([N:11]2[CH2:16][CH2:15][CH:14]([C:17]3[C:26]4[C:21](=[CH:22][C:23]([O:29][CH3:30])=[C:24]([O:27][CH3:28])[CH:25]=4)[N:20]=[CH:19][N:18]=3)[CH2:13][CH2:12]2)=[O:10])=[CH:4][CH:3]=1.[N:31]1[CH:36]=[C:35](B(O)O)[CH:34]=[N:33][CH:32]=1.C([O-])([O-])=O.[K+].[K+]. (2) Given the product [Cl:5][C:6]1[C:7]2[CH:23]=[C:22]([OH:24])[C:21]([OH:25])=[C:20]([N+:1]([O-:4])=[O:2])[C:8]=2[S:9][C:10]=1[C:11]([N:13]1[CH2:14][CH2:15][CH:16]([OH:19])[CH2:17][CH2:18]1)=[O:12], predict the reactants needed to synthesize it. The reactants are: [N+:1]([O-:4])(O)=[O:2].[Cl:5][C:6]1[C:7]2[CH:23]=[C:22]([OH:24])[C:21]([OH:25])=[CH:20][C:8]=2[S:9][C:10]=1[C:11]([N:13]1[CH2:18][CH2:17][CH:16]([OH:19])[CH2:15][CH2:14]1)=[O:12]. (3) Given the product [Cl:3][C:4]1[CH:26]=[CH:25][C:7]([CH2:8][NH:9][C:10]([C:12]2[C:13](=[O:24])[C:14]3[CH:21]=[C:20]([CH2:22][OH:28])[O:19][C:15]=3[N:16]([CH3:18])[CH:17]=2)=[O:11])=[CH:6][CH:5]=1, predict the reactants needed to synthesize it. The reactants are: [OH-].[Na+].[Cl:3][C:4]1[CH:26]=[CH:25][C:7]([CH2:8][NH:9][C:10]([C:12]2[C:13](=[O:24])[C:14]3[CH:21]=[C:20]([CH2:22]Cl)[O:19][C:15]=3[N:16]([CH3:18])[CH:17]=2)=[O:11])=[CH:6][CH:5]=1.C(=O)(O)[O-:28].[Na+].O.